Dataset: Forward reaction prediction with 1.9M reactions from USPTO patents (1976-2016). Task: Predict the product of the given reaction. (1) Given the reactants [NH2:1][C:2]1[C:3]2[CH2:18][CH:17]([C:19]3[C:24]([Cl:25])=[CH:23][CH:22]=[CH:21][C:20]=3[Cl:26])[C:16](=[O:27])[NH:15][C:4]=2[N:5]=[C:6]([NH:8][C:9]2[CH:14]=[CH:13][CH:12]=[CH:11][CH:10]=2)[N:7]=1.[H-].[Na+].O.CC(O)=O, predict the reaction product. The product is: [NH2:1][C:2]1[C:3]2[CH:18]=[C:17]([C:19]3[C:24]([Cl:25])=[CH:23][CH:22]=[CH:21][C:20]=3[Cl:26])[C:16](=[O:27])[NH:15][C:4]=2[N:5]=[C:6]([NH:8][C:9]2[CH:14]=[CH:13][CH:12]=[CH:11][CH:10]=2)[N:7]=1. (2) The product is: [Cl:1][C:2]1[CH:3]=[C:4]([NH:17][S:20]([C:19]([F:32])([F:31])[F:18])(=[O:22])=[O:21])[CH:5]=[CH:6][C:7]=1[O:8][C:9]1[CH:14]=[CH:13][C:12]([Cl:15])=[CH:11][C:10]=1[Cl:16]. Given the reactants [Cl:1][C:2]1[CH:3]=[C:4]([NH2:17])[CH:5]=[CH:6][C:7]=1[O:8][C:9]1[CH:14]=[CH:13][C:12]([Cl:15])=[CH:11][C:10]=1[Cl:16].[F:18][C:19]([F:32])([F:31])[S:20](O[S:20]([C:19]([F:32])([F:31])[F:18])(=[O:22])=[O:21])(=[O:22])=[O:21], predict the reaction product. (3) The product is: [N:42]1([CH2:41][CH2:40][CH2:39][O:26][C:25](=[O:27])[C@@H:24]([NH:23][C:21]([C:17]2[C:16]([CH3:37])=[N:15][C:14]([NH:13][CH2:12][CH2:11][CH2:10][C:5]3[CH:6]=[CH:7][CH:8]=[C:9]4[C:4]=3[CH:3]=[N:2][NH:1]4)=[N:19][C:18]=2[CH3:20])=[O:22])[CH2:28][NH:29][C:30]([C:32]2[S:33][CH:34]=[CH:35][CH:36]=2)=[O:31])[CH2:47][CH2:46][O:45][CH2:44][CH2:43]1. Given the reactants [NH:1]1[C:9]2[C:4](=[C:5]([CH2:10][CH2:11][CH2:12][NH:13][C:14]3[N:19]=[C:18]([CH3:20])[C:17]([C:21]([NH:23][C@@H:24]([CH2:28][NH:29][C:30]([C:32]4[S:33][CH:34]=[CH:35][CH:36]=4)=[O:31])[C:25]([OH:27])=[O:26])=[O:22])=[C:16]([CH3:37])[N:15]=3)[CH:6]=[CH:7][CH:8]=2)[CH:3]=[N:2]1.Cl[CH2:39][CH2:40][CH2:41][N:42]1[CH2:47][CH2:46][O:45][CH2:44][CH2:43]1.[I-].[Na+].C(N(CC)CC)C, predict the reaction product. (4) Given the reactants [NH2:1][CH2:2][CH2:3][NH:4][C:5]([CH:7]1[CH2:12][CH2:11][N:10]([C:13]2[C:18]([Cl:19])=[CH:17][N:16]=[CH:15][C:14]=2[Cl:20])[CH2:9][CH2:8]1)=[O:6].[CH:21](=O)[C:22]1[CH:27]=[CH:26][CH:25]=[CH:24][CH:23]=1.C([BH3-])#N.[Na+], predict the reaction product. The product is: [CH2:21]([NH:1][CH2:2][CH2:3][NH:4][C:5]([CH:7]1[CH2:8][CH2:9][N:10]([C:13]2[C:14]([Cl:20])=[CH:15][N:16]=[CH:17][C:18]=2[Cl:19])[CH2:11][CH2:12]1)=[O:6])[C:22]1[CH:27]=[CH:26][CH:25]=[CH:24][CH:23]=1. (5) Given the reactants [C:1]([Si:5]([CH3:23])([CH3:22])[O:6][CH2:7][CH:8]([CH3:21])[CH2:9][CH2:10][CH2:11][C:12]([CH3:20])=[CH:13][CH2:14][CH:15]([OH:19])[C:16](=[O:18])[CH3:17])([CH3:4])([CH3:3])[CH3:2].CO[C@:26]1([CH2:32][C:33]([OH:35])=O)[CH:31]=[CH:30][CH:29]=[CH:28][CH2:27]1.CCN=C=NCCCN(C)C.[CH2:47]([O:49]CC)C, predict the reaction product. The product is: [C:16]([C@@H:15]([O:19][C:33](=[O:35])[C@H:32]([O:49][CH3:47])[C:26]1[CH:27]=[CH:28][CH:29]=[CH:30][CH:31]=1)[CH2:14][CH:13]=[C:12]([CH3:20])[CH2:11][CH2:10][CH2:9][CH:8]([CH3:21])[CH2:7][O:6][Si:5]([C:1]([CH3:3])([CH3:4])[CH3:2])([CH3:22])[CH3:23])(=[O:18])[CH3:17]. (6) Given the reactants [Br:1][C:2]1[CH:14]=[CH:13][C:5]([N:6]([CH:10]2[CH2:12][CH2:11]2)[CH:7]2[CH2:9][CH2:8]2)=[C:4]([N+:15]([O-])=O)[CH:3]=1.[Cl-].[NH4+], predict the reaction product. The product is: [Br:1][C:2]1[CH:3]=[C:4]([NH2:15])[C:5]([N:6]([CH:7]2[CH2:9][CH2:8]2)[CH:10]2[CH2:11][CH2:12]2)=[CH:13][CH:14]=1.